This data is from NCI-60 drug combinations with 297,098 pairs across 59 cell lines. The task is: Regression. Given two drug SMILES strings and cell line genomic features, predict the synergy score measuring deviation from expected non-interaction effect. (1) Drug 1: CC1C(C(CC(O1)OC2CC(CC3=C2C(=C4C(=C3O)C(=O)C5=C(C4=O)C(=CC=C5)OC)O)(C(=O)CO)O)N)O.Cl. Cell line: MCF7. Drug 2: C(CN)CNCCSP(=O)(O)O. Synergy scores: CSS=-4.43, Synergy_ZIP=2.76, Synergy_Bliss=2.14, Synergy_Loewe=-2.76, Synergy_HSA=-2.48. (2) Cell line: SW-620. Synergy scores: CSS=-29.8, Synergy_ZIP=10.6, Synergy_Bliss=-7.37, Synergy_Loewe=-24.3, Synergy_HSA=-26.6. Drug 2: CC(C)CN1C=NC2=C1C3=CC=CC=C3N=C2N. Drug 1: CCCS(=O)(=O)NC1=C(C(=C(C=C1)F)C(=O)C2=CNC3=C2C=C(C=N3)C4=CC=C(C=C4)Cl)F.